From a dataset of Full USPTO retrosynthesis dataset with 1.9M reactions from patents (1976-2016). Predict the reactants needed to synthesize the given product. The reactants are: Br[C:2]1[C:10]2[C:5](=[N:6][CH:7]=[N:8][C:9]=2[NH:11][C:12]2[CH:13]=[C:14]3[C:18](=[CH:19][C:20]=2[O:21][CH3:22])[NH:17][N:16]=[CH:15]3)[NH:4][N:3]=1.[N:23]1[CH:28]=[CH:27][C:26](B(O)O)=[CH:25][CH:24]=1. Given the product [CH3:22][O:21][C:20]1[CH:19]=[C:18]2[C:14]([CH:15]=[N:16][NH:17]2)=[CH:13][C:12]=1[NH:11][C:9]1[N:8]=[CH:7][N:6]=[C:5]2[NH:4][N:3]=[C:2]([C:26]3[CH:27]=[CH:28][N:23]=[CH:24][CH:25]=3)[C:10]=12, predict the reactants needed to synthesize it.